Dataset: Catalyst prediction with 721,799 reactions and 888 catalyst types from USPTO. Task: Predict which catalyst facilitates the given reaction. (1) Reactant: [CH3:1][S:2]([NH:5][C:6]1[CH:7]=[C:8]2[C:12](=[CH:13][CH:14]=1)[C:11](=[O:15])[N:10]([CH2:16][C:17]([O:19][C:20]([CH3:23])([CH3:22])[CH3:21])=[O:18])[C:9]2=[O:24])(=[O:4])=[O:3].C([O-])([O-])=O.[K+].[K+].Cl[CH2:32][C:33]1[S:34][CH:35]=[CH:36][CH:37]=1. Product: [O:15]=[C:11]1[C:12]2[C:8](=[CH:7][C:6]([N:5]([CH2:32][C:33]3[S:34][CH:35]=[CH:36][CH:37]=3)[S:2]([CH3:1])(=[O:3])=[O:4])=[CH:14][CH:13]=2)[C:9](=[O:24])[N:10]1[CH2:16][C:17]([O:19][C:20]([CH3:21])([CH3:23])[CH3:22])=[O:18]. The catalyst class is: 10. (2) Product: [Br:37][C:38]1[CH:43]=[CH:42][C:41]([F:44])=[CH:40][C:39]=1[CH2:45][C:46]([NH:1][C:2]1[CH:3]=[CH:4][N:5]([CH3:27])[C:6]2[C:7]=1[CH:8]=[CH:9][C:10]1[N:19]([C:20]3[CH:21]=[CH:22][C:23]([F:26])=[CH:24][CH:25]=3)[CH2:18][CH:17]=[C:12]3[NH:13][C:14](=[O:16])[C:15]=2[C:11]=13)=[O:47]. Reactant: [NH2:1][C:2]1[CH:3]=[CH:4][N:5]([CH3:27])[C:6]2[C:7]=1[CH:8]=[CH:9][C:10]1[N:19]([C:20]3[CH:25]=[CH:24][C:23]([F:26])=[CH:22][CH:21]=3)[CH2:18][CH:17]=[C:12]3[NH:13][C:14](=[O:16])[C:15]=2[C:11]=13.C(N(CC)C(C)C)(C)C.[Br:37][C:38]1[CH:43]=[CH:42][C:41]([F:44])=[CH:40][C:39]=1[CH2:45][C:46](O)=[O:47].CN(C(ON1N=NC2C=CC=NC1=2)=[N+](C)C)C.F[P-](F)(F)(F)(F)F. The catalyst class is: 80. (3) Reactant: O[CH2:2][C:3]1[CH:8]=[CH:7][C:6]([CH:9]([NH:11][C:12](=[O:14])[CH3:13])[CH3:10])=[CH:5][CH:4]=1.S(Cl)([Cl:17])=O.C(=O)([O-])O.[Na+]. Product: [Cl:17][CH2:2][C:3]1[CH:8]=[CH:7][C:6]([CH:9]([NH:11][C:12](=[O:14])[CH3:13])[CH3:10])=[CH:5][CH:4]=1. The catalyst class is: 789. (4) Reactant: [N:1]1[CH:2]=[N:3][N:4]2[CH:9]=[CH:8][N:7]=[CH:6][C:5]=12. Product: [N:1]1[CH:2]=[N:3][N:4]2[CH2:9][CH2:8][NH:7][CH2:6][C:5]=12. The catalyst class is: 29. (5) Reactant: [Cl:1][C:2]1[CH:3]=[C:4]([C:9]2([C:24]([F:27])([F:26])[F:25])[O:13][N:12]=[C:11]([C:14]3[CH:19]=[CH:18][C:17]([CH3:20])=[C:16]([N+:21]([O-:23])=[O:22])[CH:15]=3)[CH2:10]2)[CH:5]=[C:6]([Cl:8])[CH:7]=1.[Br:28]N1C(=O)CCC1=O. Product: [Br:28][CH2:20][C:17]1[CH:18]=[CH:19][C:14]([C:11]2[CH2:10][C:9]([C:4]3[CH:5]=[C:6]([Cl:8])[CH:7]=[C:2]([Cl:1])[CH:3]=3)([C:24]([F:25])([F:27])[F:26])[O:13][N:12]=2)=[CH:15][C:16]=1[N+:21]([O-:23])=[O:22]. The catalyst class is: 68. (6) The catalyst class is: 2. Reactant: [C:1]([CH2:9][CH2:10][C:11]([OH:13])=O)(=[O:8])[C:2]1[CH:7]=[CH:6][CH:5]=[CH:4][CH:3]=1.CN1C=CN=C1.S(Cl)(Cl)=O.[CH2:24]([C:26]1[N:27]=[C:28]([C@@H:31]([NH2:42])[CH2:32][C:33]2[CH:38]=[CH:37][C:36]([N+:39]([O-:41])=[O:40])=[CH:35][CH:34]=2)[S:29][CH:30]=1)[CH3:25]. Product: [CH2:24]([C:26]1[N:27]=[C:28]([C@@H:31]([NH:42][C:11](=[O:13])[CH2:10][CH2:9][C:1](=[O:8])[C:2]2[CH:3]=[CH:4][CH:5]=[CH:6][CH:7]=2)[CH2:32][C:33]2[CH:38]=[CH:37][C:36]([N+:39]([O-:41])=[O:40])=[CH:35][CH:34]=2)[S:29][CH:30]=1)[CH3:25]. (7) Reactant: [C:1]([O:10][C:11]1[CH:16]=[CH:15][CH:14]=[CH:13][CH:12]=1)(=[O:9])[C:2]1[C:3](=[CH:5][CH:6]=[CH:7][CH:8]=1)[OH:4]. Product: [C:1]([O:10][CH2:11]/[CH:12]=[CH:13]/[CH:14]=[CH:15]/[CH3:16])(=[O:9])[C:2]1[C:3](=[CH:5][CH:6]=[CH:7][CH:8]=1)[OH:4]. The catalyst class is: 1. (8) Reactant: [Cl:1][C:2]1[CH:24]=[CH:23][CH:22]=[C:21]([F:25])[C:3]=1[CH2:4][N:5]1[C:13]2[C:8](=[CH:9][CH:10]=[C:11]([C:14]([F:19])([F:18])[C:15]([OH:17])=O)[CH:12]=2)[C:7]([CH3:20])=[N:6]1.[C:26]([O:30][C:31]([CH3:34])([CH3:33])[CH3:32])(=[O:29])[NH:27][NH2:28].O.ON1C2C=CC=CC=2N=N1.Cl.CN(C)CCCN=C=NCC. Product: [Cl:1][C:2]1[CH:24]=[CH:23][CH:22]=[C:21]([F:25])[C:3]=1[CH2:4][N:5]1[C:13]2[C:8](=[CH:9][CH:10]=[C:11]([C:14]([F:19])([F:18])[C:15]([NH:28][NH:27][C:26]([O:30][C:31]([CH3:34])([CH3:33])[CH3:32])=[O:29])=[O:17])[CH:12]=2)[C:7]([CH3:20])=[N:6]1. The catalyst class is: 22. (9) Reactant: [F:1][C:2]1[CH:7]=[CH:6][C:5]([CH2:8][C:9]([OH:11])=O)=[CH:4][CH:3]=1.[Cl:12][C:13]1[CH:21]=[CH:20][C:16]([CH2:17][NH:18][CH3:19])=[CH:15][CH:14]=1.CN(C(ON1N=NC2C=CC=CC1=2)=[N+](C)C)C.[B-](F)(F)(F)F.CCN(C(C)C)C(C)C. Product: [Cl:12][C:13]1[CH:21]=[CH:20][C:16]([CH2:17][N:18]([CH3:19])[C:9](=[O:11])[CH2:8][C:5]2[CH:4]=[CH:3][C:2]([F:1])=[CH:7][CH:6]=2)=[CH:15][CH:14]=1. The catalyst class is: 3.